Dataset: NCI-60 drug combinations with 297,098 pairs across 59 cell lines. Task: Regression. Given two drug SMILES strings and cell line genomic features, predict the synergy score measuring deviation from expected non-interaction effect. (1) Synergy scores: CSS=5.67, Synergy_ZIP=-1.35, Synergy_Bliss=-2.98, Synergy_Loewe=-20.4, Synergy_HSA=-9.67. Drug 1: CN(C)C1=NC(=NC(=N1)N(C)C)N(C)C. Drug 2: C1=CN(C=N1)CC(O)(P(=O)(O)O)P(=O)(O)O. Cell line: HS 578T. (2) Drug 1: C1=CN(C(=O)N=C1N)C2C(C(C(O2)CO)O)O.Cl. Drug 2: C1CN(CCN1C(=O)CCBr)C(=O)CCBr. Cell line: HL-60(TB). Synergy scores: CSS=81.1, Synergy_ZIP=-1.01, Synergy_Bliss=0.443, Synergy_Loewe=-11.3, Synergy_HSA=-10.0. (3) Drug 1: CCCS(=O)(=O)NC1=C(C(=C(C=C1)F)C(=O)C2=CNC3=C2C=C(C=N3)C4=CC=C(C=C4)Cl)F. Drug 2: C1=NC2=C(N=C(N=C2N1C3C(C(C(O3)CO)O)O)F)N. Cell line: 786-0. Synergy scores: CSS=1.41, Synergy_ZIP=-0.242, Synergy_Bliss=-0.491, Synergy_Loewe=-2.99, Synergy_HSA=-1.97. (4) Drug 1: CC(CN1CC(=O)NC(=O)C1)N2CC(=O)NC(=O)C2. Drug 2: CC1=C(N=C(N=C1N)C(CC(=O)N)NCC(C(=O)N)N)C(=O)NC(C(C2=CN=CN2)OC3C(C(C(C(O3)CO)O)O)OC4C(C(C(C(O4)CO)O)OC(=O)N)O)C(=O)NC(C)C(C(C)C(=O)NC(C(C)O)C(=O)NCCC5=NC(=CS5)C6=NC(=CS6)C(=O)NCCC[S+](C)C)O. Cell line: BT-549. Synergy scores: CSS=13.0, Synergy_ZIP=-2.59, Synergy_Bliss=3.18, Synergy_Loewe=-0.00102, Synergy_HSA=3.14. (5) Drug 1: CN(C)N=NC1=C(NC=N1)C(=O)N. Drug 2: CC12CCC3C(C1CCC2O)C(CC4=C3C=CC(=C4)O)CCCCCCCCCS(=O)CCCC(C(F)(F)F)(F)F. Cell line: NCI-H226. Synergy scores: CSS=-1.98, Synergy_ZIP=-1.28, Synergy_Bliss=-2.57, Synergy_Loewe=-4.50, Synergy_HSA=-4.43. (6) Drug 1: C1=CC(=CC=C1CCC2=CNC3=C2C(=O)NC(=N3)N)C(=O)NC(CCC(=O)O)C(=O)O. Drug 2: C1C(C(OC1N2C=NC3=C(N=C(N=C32)Cl)N)CO)O. Cell line: SN12C. Synergy scores: CSS=15.4, Synergy_ZIP=-10.3, Synergy_Bliss=-10.4, Synergy_Loewe=-7.74, Synergy_HSA=-6.95. (7) Drug 1: C1CC(=O)NC(=O)C1N2CC3=C(C2=O)C=CC=C3N. Drug 2: CN(CC1=CN=C2C(=N1)C(=NC(=N2)N)N)C3=CC=C(C=C3)C(=O)NC(CCC(=O)O)C(=O)O. Cell line: TK-10. Synergy scores: CSS=10.5, Synergy_ZIP=1.92, Synergy_Bliss=2.58, Synergy_Loewe=-41.2, Synergy_HSA=0.850. (8) Drug 1: C1=CC(=CC=C1C#N)C(C2=CC=C(C=C2)C#N)N3C=NC=N3. Drug 2: C1=NC(=NC(=O)N1C2C(C(C(O2)CO)O)O)N. Cell line: UACC-257. Synergy scores: CSS=5.35, Synergy_ZIP=-1.54, Synergy_Bliss=1.28, Synergy_Loewe=-0.233, Synergy_HSA=-0.0823. (9) Drug 1: C1C(C(OC1N2C=NC3=C(N=C(N=C32)Cl)N)CO)O. Drug 2: C1CNP(=O)(OC1)N(CCCl)CCCl. Cell line: M14. Synergy scores: CSS=43.0, Synergy_ZIP=1.30, Synergy_Bliss=1.39, Synergy_Loewe=-45.7, Synergy_HSA=0.224.